Dataset: CYP2C19 inhibition data for predicting drug metabolism from PubChem BioAssay. Task: Regression/Classification. Given a drug SMILES string, predict its absorption, distribution, metabolism, or excretion properties. Task type varies by dataset: regression for continuous measurements (e.g., permeability, clearance, half-life) or binary classification for categorical outcomes (e.g., BBB penetration, CYP inhibition). Dataset: cyp2c19_veith. (1) The drug is O=C(c1ccccc1)[C@H](Nc1ccc2ccccc2c1)c1ccccc1. The result is 1 (inhibitor). (2) The drug is Cc1ccc(NC(=O)CN2CCC(NC(=O)Cc3ccccc3)CC2)cc1C. The result is 1 (inhibitor). (3) The compound is Cc1cc2cc(C)c3nnc(SCC(=O)NCc4ccc5c(c4)OCO5)n3c2cc1C. The result is 1 (inhibitor). (4) The drug is FC(F)(F)c1nc(-c2cccnc2)ncc1-c1nnnn1-c1ccccc1. The result is 1 (inhibitor). (5) The result is 0 (non-inhibitor). The compound is N#Cc1ccc(CN2CCCC3(CCN(C(=O)c4cccc(F)c4)CC3)C2)cc1. (6) The molecule is CN(C)CCCN=c1c2ccccc2n(C)c2[nH]c(=O)n(C)c(=O)c12. The result is 0 (non-inhibitor).